From a dataset of NCI-60 drug combinations with 297,098 pairs across 59 cell lines. Regression. Given two drug SMILES strings and cell line genomic features, predict the synergy score measuring deviation from expected non-interaction effect. (1) Drug 1: CCC1=CC2CC(C3=C(CN(C2)C1)C4=CC=CC=C4N3)(C5=C(C=C6C(=C5)C78CCN9C7C(C=CC9)(C(C(C8N6C)(C(=O)OC)O)OC(=O)C)CC)OC)C(=O)OC.C(C(C(=O)O)O)(C(=O)O)O. Drug 2: CCN(CC)CCNC(=O)C1=C(NC(=C1C)C=C2C3=C(C=CC(=C3)F)NC2=O)C. Cell line: 786-0. Synergy scores: CSS=15.5, Synergy_ZIP=0.772, Synergy_Bliss=-0.606, Synergy_Loewe=-18.3, Synergy_HSA=-3.16. (2) Drug 1: CN1CCC(CC1)COC2=C(C=C3C(=C2)N=CN=C3NC4=C(C=C(C=C4)Br)F)OC. Drug 2: CC1CCC2CC(C(=CC=CC=CC(CC(C(=O)C(C(C(=CC(C(=O)CC(OC(=O)C3CCCCN3C(=O)C(=O)C1(O2)O)C(C)CC4CCC(C(C4)OC)OCCO)C)C)O)OC)C)C)C)OC. Cell line: SK-MEL-5. Synergy scores: CSS=10.2, Synergy_ZIP=2.69, Synergy_Bliss=0.346, Synergy_Loewe=-22.4, Synergy_HSA=-5.08. (3) Drug 1: CCCCC(=O)OCC(=O)C1(CC(C2=C(C1)C(=C3C(=C2O)C(=O)C4=C(C3=O)C=CC=C4OC)O)OC5CC(C(C(O5)C)O)NC(=O)C(F)(F)F)O. Drug 2: N.N.Cl[Pt+2]Cl. Cell line: SR. Synergy scores: CSS=78.8, Synergy_ZIP=-0.472, Synergy_Bliss=-0.465, Synergy_Loewe=-1.22, Synergy_HSA=1.33.